Dataset: Experimentally validated miRNA-target interactions with 360,000+ pairs, plus equal number of negative samples. Task: Binary Classification. Given a miRNA mature sequence and a target amino acid sequence, predict their likelihood of interaction. (1) The miRNA is mmu-miR-187-3p with sequence UCGUGUCUUGUGUUGCAGCCGG. The protein sequence of the target gene is MISAAQLLDELMGRDRNLAPDEKRSNVRWDHESVCKYYLCGFCPAELFTNTRSDLGPCEKIHDENLRKQYEKSSRFMKVGYERDFLRYLQSLLAEVERRIRRGHARLALSQNQQSSGAAGPTGKNEEKIQVLTDKIDVLLQQIEELGSEGKVEEAQGMMKLVEQLKEERELLRSTTSTIESFAAQEKQMEVCEVCGAFLIVGDAQSRVDDHLMGKQHMGYAKIKATVEELKEKLRKRTEEPDRDERLKKEKQEREEREKEREREREERERKRRREEEEREKERARDRERRKRSRSRSRHS.... Result: 0 (no interaction). (2) The miRNA is hsa-miR-1303 with sequence UUUAGAGACGGGGUCUUGCUCU. The protein sequence of the target gene is MATTSTTGSTLLQPLSNAVQLPIDQVNFVVCQLFALLAAVWFRTYLHSSKTSSFIRHVVATLLGLYLAFFCFGWYALHFLVQSGISYCIMIIAGVESMQQCCFVFALGYLSVCQITRVYIFDYGQYSADFSGPMMIITQKITSLAYEIHDGMFRKDEELTPSQRGLAVRRMPSLLEYVSYTCNFMGILAGPLCSYKDYIAFIEGRASHVAQPSENGKDEQHGKADPSPNAAVTEKLLVCGLSLLFHLTISNMLPVEYNIDEHFQATASWPTKATYLYVSLLAARPKYYFAWTLADAINNA.... Result: 0 (no interaction). (3) The miRNA is hsa-miR-6074 with sequence GAUAUUCAGAGGCUAGGUGG. The protein sequence of the target gene is MEDYQAAEETAFVVDEVSNIVKEAIESAIGGNAYQHSKVNQWTTNVVEQTLSQLTKLGKPFKYIVTCVIMQKNGAGLHTASSCFWDSSTDGSCTVRWENKTMYCIVSAFGLSI. Result: 1 (interaction). (4) The protein sequence of the target gene is MVFYFTSSSVNSSTYTIYMGKDKYENEDLIKYGWPEDIWFHVDKLSSAHVYLRLQKGEKIEDIPKEVLMDCAHLVKANSIQGCKMNNVNVVYTPWSNLKKTADMDVGQIGFHRQKDVKIVTVEKKVNEILNRLEKTKLEKFPDLAAEKEGRDREERNEKKAQIQEMKRKEKEEMKKKREMDELRSYSSLMKVENMSSNQDGNDSDEFM. The miRNA is hsa-miR-4430 with sequence AGGCUGGAGUGAGCGGAG. Result: 0 (no interaction). (5) The miRNA is hsa-miR-487a-5p with sequence GUGGUUAUCCCUGCUGUGUUCG. The protein sequence of the target gene is MADDLEQQPQGWLSSWLPTWRPTSMSQLKNVEARILQCLQNKFLARYVSLPNQNKIWTVTVSPEQKDRTPLVMVHGFGGGVGLWILNMDSLSARRTLHTFDLLGFGRSSRPTFPRDPEGAEDEFVASIETWRETMGIPTMILLGHSLGGFLATSYSIKYPERVKHLILVDPWGFPLRPTDPSEIRAPPTWVKAVASVLGRSNPLAVLRVAGPWGPGLVQRFRPDFKRKFADFFEDDTISEYIYHCNAQNPSGETAFKAMMESFGWARRPMLERIHLIRKDVPITMIYGANTWIDTSTGKK.... Result: 0 (no interaction). (6) The miRNA is hsa-miR-6869-3p with sequence CGCCGCGCGCAUCGGCUCAGC. The protein sequence of the target gene is MPNIVLFSGSSHQDLSQRVADRLGLELGKVVTKKFSNQETSVEIGESVRGEDVYIIQSGCGEINDNLMELLIMINACKIASSSRVTAVIPCFPYARQDKKDKSRAPISAKLVANMLSVAGADHIITMDLHASQIQGFFDIPVDNLYAEPAVLQWIRENIAEWKNCIIVSPDAGGAKRVTSIADRLNVEFALIHKERKKANEVDRMVLVGDVKDRVAILVDDMADTCGTICHAADKLLSAGATKVYAILTHGIFSGPAISRINNAAFEAVVVTNTIPQEDKMKHCTKIQVIDISMILAEAI.... Result: 0 (no interaction). (7) The miRNA is mmu-miR-1931 with sequence AUGCAAGGGCUGGUGCGAUGGC. The protein sequence of the target gene is MKLQVFWTGLEYTCRLLGIATAAVLIGVGTETFLRGRFKSLAFYLLFTGVTISVCEGTYFVAQLLAICFKCQPGSLAHRAKERAHWLGCFQKFLAYMLLSVACFLHPVLVWHVTIPGSMLIITGLAYFLLSKRKKKKAAPEVAPPTEQYTDPSSSVVSTTGSGDTEQTYTFHEAFKEGPGSFFIHMKSILKGTKKPRVLQTQDTLMELALEPADSLAKKKQVHFEDNVVRIIPSLTEGLGDSDSEPEETSSDTTPIIPPSQTPHFLPSLMATDLF. Result: 0 (no interaction).